This data is from Catalyst prediction with 721,799 reactions and 888 catalyst types from USPTO. The task is: Predict which catalyst facilitates the given reaction. (1) Reactant: [Cl:1][C:2]1[CH:16]=[C:15]([N+:17]([O-:19])=[O:18])[C:14]([F:20])=[CH:13][C:3]=1[CH2:4]P(=O)(OCC)OCC.O=[C:22]1[CH2:27][CH2:26][N:25]([C:28]([O:30][C:31]([CH3:34])([CH3:33])[CH3:32])=[O:29])[CH2:24][CH2:23]1.[H-].[Na+]. Product: [Cl:1][C:2]1[CH:16]=[C:15]([N+:17]([O-:19])=[O:18])[C:14]([F:20])=[CH:13][C:3]=1[CH:4]=[C:22]1[CH2:27][CH2:26][N:25]([C:28]([O:30][C:31]([CH3:34])([CH3:33])[CH3:32])=[O:29])[CH2:24][CH2:23]1. The catalyst class is: 7. (2) Reactant: C(O[C:4](=[O:34])[C:5]1[CH:10]=[CH:9][C:8]([C:11]2[CH:16]=[CH:15][C:14]([O:17][CH:18]3[CH2:21][N:20]([CH2:22][C:23]4[CH:28]=[CH:27][C:26]([C:29]([F:32])([F:31])[F:30])=[CH:25][CH:24]=4)[CH2:19]3)=[CH:13][N:12]=2)=[CH:7][C:6]=1[F:33])C.[NH3:35]. The catalyst class is: 5. Product: [F:33][C:6]1[CH:7]=[C:8]([C:11]2[CH:16]=[CH:15][C:14]([O:17][CH:18]3[CH2:21][N:20]([CH2:22][C:23]4[CH:28]=[CH:27][C:26]([C:29]([F:31])([F:32])[F:30])=[CH:25][CH:24]=4)[CH2:19]3)=[CH:13][N:12]=2)[CH:9]=[CH:10][C:5]=1[C:4]([NH2:35])=[O:34]. (3) Reactant: [Cl:1][C:2]1[CH:11]=[C:10]([CH3:12])[C:9]2[CH:8]=[C:7]3[O:13][C:14]([CH3:19])([CH3:18])[C@@H:15]4[O:17][C@@H:16]4[C:6]3=[CH:5][C:4]=2[N:3]=1.O.[NH3:21]. Product: [NH2:21][C@H:16]1[C:6]2[C:7](=[CH:8][C:9]3[C:10]([CH3:12])=[CH:11][C:2]([Cl:1])=[N:3][C:4]=3[CH:5]=2)[O:13][C:14]([CH3:19])([CH3:18])[C@@H:15]1[OH:17]. The catalyst class is: 8. (4) Reactant: [C:1]([C:4]1[CH:9]=[CH:8][CH:7]=[CH:6][CH:5]=1)(=[O:3])[CH3:2].[CH:10]1[C:19]2[C:14](=[CH:15][CH:16]=[CH:17][CH:18]=2)[CH:13]=[CH:12][C:11]=1[C:20]([O:22]C)=O.[H-].[Na+].C([O-])(O)=O.[Na+]. Product: [CH:10]1[C:19]2[C:14](=[CH:15][CH:16]=[CH:17][CH:18]=2)[CH:13]=[CH:12][C:11]=1[C:20]([CH2:2][C:1](=[O:3])[C:4]1[CH:9]=[CH:8][CH:7]=[CH:6][CH:5]=1)=[O:22]. The catalyst class is: 1. (5) Reactant: [NH2:1][C:2]1[CH:3]=[C:4]([C:9]2[O:10][C:11]3[C:16]([C:17](=[O:19])[CH:18]=2)=[CH:15][CH:14]=[C:13]([O:20][CH3:21])[C:12]=3[O:22][CH3:23])[CH:5]=[CH:6][C:7]=1[NH2:8].Cl.[CH3:25][N:26]([CH3:33])[CH2:27][CH2:28][CH2:29][C:30](O)=O.C(=O)(O)[O-].[Na+]. Product: [CH3:25][N:26]([CH3:33])[CH2:27][CH2:28][CH2:29][C:30]1[NH:8][C:7]2[CH:6]=[CH:5][C:4]([C:9]3[O:10][C:11]4[C:16]([C:17](=[O:19])[CH:18]=3)=[CH:15][CH:14]=[C:13]([O:20][CH3:21])[C:12]=4[O:22][CH3:23])=[CH:3][C:2]=2[N:1]=1. The catalyst class is: 33. (6) Reactant: O.[OH-].[Li+].[C:4]([O:8][C:9]([NH:11][C@H:12]1[CH2:17][CH2:16][CH2:15][N:14]([C:18]2[C:23]([C:24]([O:26]CC)=[O:25])=[CH:22][N:21]=[C:20]3[N:29]([CH2:32][C:33]4[CH:38]=[CH:37][C:36]([O:39][CH3:40])=[CH:35][CH:34]=4)[N:30]=[CH:31][C:19]=23)[CH2:13]1)=[O:10])([CH3:7])([CH3:6])[CH3:5]. Product: [C:4]([O:8][C:9]([NH:11][C@H:12]1[CH2:17][CH2:16][CH2:15][N:14]([C:18]2[C:23]([C:24]([OH:26])=[O:25])=[CH:22][N:21]=[C:20]3[N:29]([CH2:32][C:33]4[CH:38]=[CH:37][C:36]([O:39][CH3:40])=[CH:35][CH:34]=4)[N:30]=[CH:31][C:19]=23)[CH2:13]1)=[O:10])([CH3:7])([CH3:6])[CH3:5]. The catalyst class is: 92.